Dataset: Reaction yield outcomes from USPTO patents with 853,638 reactions. Task: Predict the reaction yield, written as a fraction of the theoretical maximum amount of product (1.0 means a 100% yield; for example, 0.34 means a 34% yield). (1) The reactants are Br[C:2]1[CH:3]=[C:4]([C:8](=[O:24])[C:9]([C:11]2[CH:16]=[CH:15][C:14]([O:17][CH:18]([F:20])[F:19])=[C:13]([CH:21]3[CH2:23][CH2:22]3)[CH:12]=2)=[O:10])[CH:5]=[CH:6][CH:7]=1.[CH:25]#[C:26][CH2:27][CH2:28][CH3:29].[Al]. The catalyst is C(N(CC)CC)C.C(OCC)C.[Cu](I)I.[Pd].C1(P(C2C=CC=CC=2)C2C=CC=CC=2)C=CC=CC=1.C1(P(C2C=CC=CC=2)C2C=CC=CC=2)C=CC=CC=1.C1(P(C2C=CC=CC=2)C2C=CC=CC=2)C=CC=CC=1.C1(P(C2C=CC=CC=2)C2C=CC=CC=2)C=CC=CC=1. The product is [CH:21]1([C:13]2[CH:12]=[C:11]([C:9](=[O:10])[C:8]([C:4]3[CH:5]=[CH:6][CH:7]=[C:2]([C:25]#[C:26][CH2:27][CH2:28][CH3:29])[CH:3]=3)=[O:24])[CH:16]=[CH:15][C:14]=2[O:17][CH:18]([F:20])[F:19])[CH2:23][CH2:22]1. The yield is 0.900. (2) The reactants are C1C2C(COC([NH:18][CH:19]([C:83]3[CH:88]=[CH:87][CH:86]=[CH:85][CH:84]=3)[C:20]3[CH:25]=[CH:24][C:23]([O:26][CH2:27][CH2:28][CH2:29][CH2:30][CH2:31][CH2:32][CH2:33][CH2:34][CH2:35][CH2:36][CH2:37][CH2:38][CH2:39][CH2:40][CH2:41][CH2:42][CH2:43][CH3:44])=[C:22]([O:45][CH2:46][CH2:47][CH2:48][CH2:49][CH2:50][CH2:51][CH2:52][CH2:53][CH2:54][CH2:55][CH2:56][CH2:57][CH2:58][CH2:59][CH2:60][CH2:61][CH2:62][CH3:63])[C:21]=3[O:64][CH2:65][CH2:66][CH2:67][CH2:68][CH2:69][CH2:70][CH2:71][CH2:72][CH2:73][CH2:74][CH2:75][CH2:76][CH2:77][CH2:78][CH2:79][CH2:80][CH2:81][CH3:82])=O)C3C(=CC=CC=3)C=2C=CC=1.N1CCCCC1. The catalyst is C(Cl)(Cl)Cl.C(#N)C. The product is [CH2:65]([O:64][C:21]1[C:22]([O:45][CH2:46][CH2:47][CH2:48][CH2:49][CH2:50][CH2:51][CH2:52][CH2:53][CH2:54][CH2:55][CH2:56][CH2:57][CH2:58][CH2:59][CH2:60][CH2:61][CH2:62][CH3:63])=[C:23]([O:26][CH2:27][CH2:28][CH2:29][CH2:30][CH2:31][CH2:32][CH2:33][CH2:34][CH2:35][CH2:36][CH2:37][CH2:38][CH2:39][CH2:40][CH2:41][CH2:42][CH2:43][CH3:44])[CH:24]=[CH:25][C:20]=1[CH:19]([NH2:18])[C:83]1[CH:88]=[CH:87][CH:86]=[CH:85][CH:84]=1)[CH2:66][CH2:67][CH2:68][CH2:69][CH2:70][CH2:71][CH2:72][CH2:73][CH2:74][CH2:75][CH2:76][CH2:77][CH2:78][CH2:79][CH2:80][CH2:81][CH3:82]. The yield is 0.979. (3) The reactants are [Si:1]([O:8][C@@H:9]([C:25]1[CH:30]=[CH:29][CH:28]=[CH:27][C:26]=1[C:31]1[CH:36]=[CH:35][C:34]([Cl:37])=[CH:33][CH:32]=1)[CH:10]1[CH2:15][CH2:14][N:13]([C:16]2[CH:24]=[CH:23][C:19]([C:20](O)=[O:21])=[CH:18][CH:17]=2)[CH2:12][CH2:11]1)([C:4]([CH3:7])([CH3:6])[CH3:5])([CH3:3])[CH3:2].[CH2:38]([N:40]([CH2:43][C@@H:44]1[N:49]([CH2:50][CH2:51][C@@H:52]([NH:61][C:62]2[CH:67]=[CH:66][C:65]([S:68]([NH2:71])(=[O:70])=[O:69])=[CH:64][C:63]=2[S:72]([C:75]([F:78])([F:77])[F:76])(=[O:74])=[O:73])[CH2:53][S:54][C:55]2[CH:60]=[CH:59][CH:58]=[CH:57][CH:56]=2)[CH2:48][CH2:47][O:46][CH2:45]1)[CH2:41][CH3:42])[CH3:39].C(Cl)CCl. The catalyst is CN(C1C=CN=CC=1)C.C(Cl)Cl. The product is [Si:1]([O:8][C@@H:9]([C:25]1[CH:30]=[CH:29][CH:28]=[CH:27][C:26]=1[C:31]1[CH:36]=[CH:35][C:34]([Cl:37])=[CH:33][CH:32]=1)[CH:10]1[CH2:15][CH2:14][N:13]([C:16]2[CH:24]=[CH:23][C:19]([C:20]([NH:71][S:68]([C:65]3[CH:66]=[CH:67][C:62]([NH:61][C@H:52]([CH2:51][CH2:50][N:49]4[CH2:48][CH2:47][O:46][CH2:45][C@@H:44]4[CH2:43][N:40]([CH2:41][CH3:42])[CH2:38][CH3:39])[CH2:53][S:54][C:55]4[CH:56]=[CH:57][CH:58]=[CH:59][CH:60]=4)=[C:63]([S:72]([C:75]([F:76])([F:78])[F:77])(=[O:74])=[O:73])[CH:64]=3)(=[O:69])=[O:70])=[O:21])=[CH:18][CH:17]=2)[CH2:12][CH2:11]1)([C:4]([CH3:7])([CH3:6])[CH3:5])([CH3:3])[CH3:2]. The yield is 0.425. (4) The reactants are [C:1]([Si:5]([C:34]1[CH:39]=[CH:38][CH:37]=[CH:36][CH:35]=1)([C:28]1[CH:33]=[CH:32][CH:31]=[CH:30][CH:29]=1)[O:6][CH:7]([CH2:12][N:13](CC1C=CC=CC=1)CC1C=CC=CC=1)[C:8]([CH3:11])([OH:10])[CH3:9])([CH3:4])([CH3:3])[CH3:2]. The catalyst is CCO.[OH-].[OH-].[Pd+2]. The product is [NH2:13][CH2:12][CH:7]([O:6][Si:5]([C:1]([CH3:4])([CH3:3])[CH3:2])([C:34]1[CH:39]=[CH:38][CH:37]=[CH:36][CH:35]=1)[C:28]1[CH:29]=[CH:30][CH:31]=[CH:32][CH:33]=1)[C:8]([CH3:11])([OH:10])[CH3:9]. The yield is 0.920. (5) The reactants are [NH2:1][C:2]1[C:3]([O:10][CH2:11][C@@H:12]2[CH2:16][CH2:15][N:14]([C:17]([O:19][C:20]([CH3:23])([CH3:22])[CH3:21])=[O:18])[CH2:13]2)=[N:4][C:5](Br)=[C:6]([Cl:8])[N:7]=1.[C:24]([C:26]1[CH:31]=[CH:30][C:29](B(O)O)=[CH:28][CH:27]=1)#[N:25].C(=O)([O-])[O-].[Na+].[Na+]. The catalyst is O1CCOCC1.O.Cl[Pd](Cl)(P(C(C)(C)C)(C(C)(C)C)C1C=CC(N(C)C)=CC=1)P(C1C=CC(N(C)C)=CC=1)(C(C)(C)C)C(C)(C)C. The product is [NH2:1][C:2]1[C:3]([O:10][CH2:11][C@@H:12]2[CH2:16][CH2:15][N:14]([C:17]([O:19][C:20]([CH3:23])([CH3:22])[CH3:21])=[O:18])[CH2:13]2)=[N:4][C:5]([C:29]2[CH:30]=[CH:31][C:26]([C:24]#[N:25])=[CH:27][CH:28]=2)=[C:6]([Cl:8])[N:7]=1. The yield is 0.850. (6) The reactants are N[C:2]1[CH:11]=[CH:10][CH:9]=[C:8]2[C:3]=1[CH:4]=[CH:5][N:6]=[CH:7]2.[BrH:12].N([O-])=O.[Na+].[OH-].[K+]. The catalyst is O.[Cu]. The product is [Br:12][C:2]1[CH:11]=[CH:10][CH:9]=[C:8]2[C:3]=1[CH:4]=[CH:5][N:6]=[CH:7]2. The yield is 0.530.